From a dataset of NCI-60 drug combinations with 297,098 pairs across 59 cell lines. Regression. Given two drug SMILES strings and cell line genomic features, predict the synergy score measuring deviation from expected non-interaction effect. (1) Drug 1: C1C(C(OC1N2C=C(C(=O)NC2=O)F)CO)O. Drug 2: B(C(CC(C)C)NC(=O)C(CC1=CC=CC=C1)NC(=O)C2=NC=CN=C2)(O)O. Cell line: UACC-257. Synergy scores: CSS=18.5, Synergy_ZIP=-2.83, Synergy_Bliss=-2.37, Synergy_Loewe=-1.88, Synergy_HSA=-0.400. (2) Drug 1: CC=C1C(=O)NC(C(=O)OC2CC(=O)NC(C(=O)NC(CSSCCC=C2)C(=O)N1)C(C)C)C(C)C. Drug 2: CC1C(C(CC(O1)OC2CC(OC(C2O)C)OC3=CC4=CC5=C(C(=O)C(C(C5)C(C(=O)C(C(C)O)O)OC)OC6CC(C(C(O6)C)O)OC7CC(C(C(O7)C)O)OC8CC(C(C(O8)C)O)(C)O)C(=C4C(=C3C)O)O)O)O. Cell line: RPMI-8226. Synergy scores: CSS=49.9, Synergy_ZIP=0.0792, Synergy_Bliss=1.47, Synergy_Loewe=-14.1, Synergy_HSA=1.23. (3) Drug 1: C1=CC(=CC=C1CCC2=CNC3=C2C(=O)NC(=N3)N)C(=O)NC(CCC(=O)O)C(=O)O. Drug 2: CC1=C2C(C(=O)C3(C(CC4C(C3C(C(C2(C)C)(CC1OC(=O)C(C(C5=CC=CC=C5)NC(=O)C6=CC=CC=C6)O)O)OC(=O)C7=CC=CC=C7)(CO4)OC(=O)C)O)C)OC(=O)C. Cell line: SF-539. Synergy scores: CSS=45.8, Synergy_ZIP=-2.31, Synergy_Bliss=-3.76, Synergy_Loewe=-1.84, Synergy_HSA=0.848. (4) Drug 1: CCC1=CC2CC(C3=C(CN(C2)C1)C4=CC=CC=C4N3)(C5=C(C=C6C(=C5)C78CCN9C7C(C=CC9)(C(C(C8N6C)(C(=O)OC)O)OC(=O)C)CC)OC)C(=O)OC.C(C(C(=O)O)O)(C(=O)O)O. Drug 2: C(CC(=O)O)C(=O)CN.Cl. Cell line: A549. Synergy scores: CSS=41.4, Synergy_ZIP=-5.93, Synergy_Bliss=-3.56, Synergy_Loewe=-30.5, Synergy_HSA=-2.19. (5) Drug 1: C1CCC(C1)C(CC#N)N2C=C(C=N2)C3=C4C=CNC4=NC=N3. Drug 2: C1CCC(CC1)NC(=O)N(CCCl)N=O. Cell line: HT29. Synergy scores: CSS=4.61, Synergy_ZIP=-0.858, Synergy_Bliss=-0.486, Synergy_Loewe=-13.0, Synergy_HSA=-5.40. (6) Drug 1: C1=CC(=CC=C1CCC2=CNC3=C2C(=O)NC(=N3)N)C(=O)NC(CCC(=O)O)C(=O)O. Drug 2: C1=CN(C=N1)CC(O)(P(=O)(O)O)P(=O)(O)O. Cell line: EKVX. Synergy scores: CSS=-3.51, Synergy_ZIP=-0.132, Synergy_Bliss=-2.98, Synergy_Loewe=-4.80, Synergy_HSA=-4.75. (7) Drug 1: CC1=C2C(C(=O)C3(C(CC4C(C3C(C(C2(C)C)(CC1OC(=O)C(C(C5=CC=CC=C5)NC(=O)OC(C)(C)C)O)O)OC(=O)C6=CC=CC=C6)(CO4)OC(=O)C)O)C)O. Drug 2: C1=CC=C(C(=C1)C(C2=CC=C(C=C2)Cl)C(Cl)Cl)Cl. Cell line: PC-3. Synergy scores: CSS=0.216, Synergy_ZIP=-0.972, Synergy_Bliss=-1.60, Synergy_Loewe=-4.95, Synergy_HSA=-3.37.